This data is from Forward reaction prediction with 1.9M reactions from USPTO patents (1976-2016). The task is: Predict the product of the given reaction. (1) Given the reactants [CH2:1]([O:3][C:4]([CH:6]1[CH:8]2[CH2:9][C:10]3[CH:11]=[C:12](N)[N:13]=[CH:14][C:15]=3[CH:7]12)=[O:5])[CH3:2].N([O-])=[O:18].[Na+], predict the reaction product. The product is: [CH2:1]([O:3][C:4]([CH:6]1[CH:8]2[CH2:9][C:10]3[CH:11]=[C:12]([OH:18])[N:13]=[CH:14][C:15]=3[CH:7]12)=[O:5])[CH3:2]. (2) The product is: [ClH:44].[C:29]1([C:26]2[CH:27]=[CH:28][C:23]([CH2:22][O:21][C:17]3[CH:16]=[C:15]4[C:20](=[CH:19][CH:18]=3)[N:12]([C:10](=[O:11])[CH2:9][NH:8][CH2:39][CH2:40][C:41]([OH:43])=[O:42])[CH2:13][CH2:14]4)=[CH:24][C:25]=2[C:35]([F:38])([F:36])[F:37])[CH2:34][CH2:33][CH2:32][CH2:31][CH:30]=1. Given the reactants C(OC([N:8]([CH2:39][CH2:40][C:41]([OH:43])=[O:42])[CH2:9][C:10]([N:12]1[C:20]2[C:15](=[CH:16][C:17]([O:21][CH2:22][C:23]3[CH:28]=[CH:27][C:26]([C:29]4[CH2:34][CH2:33][CH2:32][CH2:31][CH:30]=4)=[C:25]([C:35]([F:38])([F:37])[F:36])[CH:24]=3)=[CH:18][CH:19]=2)[CH2:14][CH2:13]1)=[O:11])=O)(C)(C)C.[ClH:44].O1CCOCC1, predict the reaction product. (3) Given the reactants [CH3:1][O:2][C:3]1[C:4]([NH:27][C:28]2[N:33]=[C:32]([C:34]3[C:42]4[C:37](=[CH:38][CH:39]=[CH:40][CH:41]=4)[N:36]([CH3:43])[CH:35]=3)[CH:31]=[CH:30][N:29]=2)=[CH:5][C:6]([NH:22][C:23](=[O:26])[CH:24]=[CH2:25])=[C:7]([N:9]([CH3:21])[CH2:10][CH2:11][N:12](C)[C:13](=O)OC(C)(C)C)[CH:8]=1, predict the reaction product. The product is: [CH3:1][O:2][C:3]1[C:4]([NH:27][C:28]2[N:33]=[C:32]([C:34]3[C:42]4[C:37](=[CH:38][CH:39]=[CH:40][CH:41]=4)[N:36]([CH3:43])[CH:35]=3)[CH:31]=[CH:30][N:29]=2)=[CH:5][C:6]([NH:22][C:23](=[O:26])[CH:24]=[CH2:25])=[C:7]([N:9]([CH3:21])[CH2:10][CH2:11][NH:12][CH3:13])[CH:8]=1.